From a dataset of Reaction yield outcomes from USPTO patents with 853,638 reactions. Predict the reaction yield, written as a fraction of the theoretical maximum amount of product (1.0 means a 100% yield; for example, 0.34 means a 34% yield). (1) The reactants are [NH2:1][C:2]1[CH:3]=[C:4]([OH:9])[CH:5]=[CH:6][C:7]=1[F:8].CC(C)([O-])C.[K+].Br[C:17]1[CH:18]=[CH:19][C:20]([C:23]([F:26])([F:25])[F:24])=[N:21][CH:22]=1. The catalyst is CC(N(C)C)=O.O. The product is [F:8][C:7]1[CH:6]=[CH:5][C:4]([O:9][C:17]2[CH:22]=[N:21][C:20]([C:23]([F:26])([F:25])[F:24])=[CH:19][CH:18]=2)=[CH:3][C:2]=1[NH2:1]. The yield is 0.260. (2) The reactants are [Cl:1][C:2]1[CH:3]=[C:4]([C:10](=[O:17])[C:11]#[C:12][C:13](O)([CH3:15])[CH3:14])[CH:5]=[CH:6][C:7]=1[O:8][CH3:9].C(NCC)C.C([OH:25])C. No catalyst specified. The product is [Cl:1][C:2]1[CH:3]=[C:4]([C:10]2[O:17][C:13]([CH3:14])([CH3:15])[C:12](=[O:25])[CH:11]=2)[CH:5]=[CH:6][C:7]=1[O:8][CH3:9]. The yield is 1.00. (3) The reactants are [NH2:1][CH:2]1[CH2:7][CH2:6][N:5]([S:8]([C:11]2[CH:16]=[CH:15][C:14]([NH:17][C:18](=[O:21])[CH:19]=[CH2:20])=[CH:13][CH:12]=2)(=[O:10])=[O:9])[CH2:4][CH2:3]1.[C:22]1([CH2:28][CH:29]=O)[CH:27]=[CH:26][CH:25]=[CH:24][CH:23]=1.C(N(CC)CC)C.C(O[BH-](OC(=O)C)OC(=O)C)(=O)C.[Na+]. The catalyst is ClCCCl. The product is [CH2:29]([NH:1][CH:2]1[CH2:7][CH2:6][N:5]([S:8]([C:11]2[CH:16]=[CH:15][C:14]([NH:17][C:18](=[O:21])[CH:19]=[CH2:20])=[CH:13][CH:12]=2)(=[O:9])=[O:10])[CH2:4][CH2:3]1)[CH2:28][C:22]1[CH:27]=[CH:26][CH:25]=[CH:24][CH:23]=1. The yield is 0.0700. (4) The reactants are [C:1]([N:5]1[C:9]2[NH:10][C:11](=[O:14])[CH:12]=[CH:13][C:8]=2[C:7]([CH:15]2[CH2:18][CH2:17][CH2:16]2)=[N:6]1)([CH3:4])([CH3:3])[CH3:2].[Br:19]Br. The catalyst is CC(O)=O. The product is [Br:19][C:12]1[C:11](=[O:14])[NH:10][C:9]2[N:5]([C:1]([CH3:4])([CH3:2])[CH3:3])[N:6]=[C:7]([CH:15]3[CH2:18][CH2:17][CH2:16]3)[C:8]=2[CH:13]=1. The yield is 0.160. (5) The reactants are [OH:1][C:2]1[C:3]([C:18](=O)[CH3:19])=[N:4][N:5]([CH3:17])[C:6]=1[C:7]1[CH:12]=[CH:11][C:10]([CH2:13][CH:14]([CH3:16])[CH3:15])=[CH:9][CH:8]=1.[NH:21]([C:23]([NH:25][C:26]1[CH:34]=[CH:33][C:29]([C:30]([OH:32])=[O:31])=[CH:28][CH:27]=1)=[S:24])[NH2:22].CN(C)C=O. The catalyst is Cl.O. The product is [OH:1][C:2]1[C:3]([C:18](=[N:22][NH:21][C:23]([NH:25][C:26]2[CH:34]=[CH:33][C:29]([C:30]([OH:32])=[O:31])=[CH:28][CH:27]=2)=[S:24])[CH3:19])=[N:4][N:5]([CH3:17])[C:6]=1[C:7]1[CH:12]=[CH:11][C:10]([CH2:13][CH:14]([CH3:16])[CH3:15])=[CH:9][CH:8]=1. The yield is 0.750. (6) The product is [C:4]([C:8]1[CH:9]=[C:10]([NH:21][C:22]([NH:24][C@@H:25]2[C:34]3[C:29](=[CH:30][CH:31]=[CH:32][CH:33]=3)[C@H:28]([O:35][C:36]3[CH:37]=[CH:38][C:39]4[N:40]([C:42]([N:45]5[CH2:50][CH2:49][CH2:48][CH2:47][C@@H:46]5[CH3:51])=[N:43][N:44]=4)[CH:41]=3)[CH2:27][CH2:26]2)=[O:23])[N:11]([C:13]2[CH:18]=[CH:17][C:16]([CH:19]=[O:20])=[CH:15][CH:14]=2)[N:12]=1)([CH3:7])([CH3:5])[CH3:6]. The yield is 1.00. The reactants are ClCCl.[C:4]([C:8]1[CH:9]=[C:10]([NH:21][C:22]([NH:24][C@@H:25]2[C:34]3[C:29](=[CH:30][CH:31]=[CH:32][CH:33]=3)[C@H:28]([O:35][C:36]3[CH:37]=[CH:38][C:39]4[N:40]([C:42]([N:45]5[CH2:50][CH2:49][CH2:48][CH2:47][C@@H:46]5[CH3:51])=[N:43][N:44]=4)[CH:41]=3)[CH2:27][CH2:26]2)=[O:23])[N:11]([C:13]2[CH:18]=[CH:17][C:16]([CH2:19][OH:20])=[CH:15][CH:14]=2)[N:12]=1)([CH3:7])([CH3:6])[CH3:5].CC(OI1(OC(C)=O)(OC(C)=O)OC(=O)C2C=CC=CC1=2)=O.S(S([O-])=O)([O-])(=O)=O.[Na+].[Na+].C([O-])(O)=O.[Na+]. The catalyst is C(Cl)Cl.O. (7) The product is [N:14]1([C:6](=[O:11])[C:7]([F:8])([F:9])[F:10])[C:23]2[C:18](=[CH:19][CH:20]=[CH:21][CH:22]=2)[CH2:17][CH2:16][CH2:15]1. The catalyst is C(Cl)(Cl)Cl. The reactants are [F:8][C:7]([F:10])([F:9])[C:6](O[C:6](=[O:11])[C:7]([F:10])([F:9])[F:8])=[O:11].[NH:14]1[C:23]2[C:18](=[CH:19][CH:20]=[CH:21][CH:22]=2)[CH2:17][CH2:16][CH2:15]1. The yield is 0.870.